This data is from Forward reaction prediction with 1.9M reactions from USPTO patents (1976-2016). The task is: Predict the product of the given reaction. The product is: [Br:8][C:9]1[CH:14]=[CH:13][C:12]([O:15][Si:16]([C:29]([CH3:31])([CH3:32])[CH3:30])([C:23]2[CH:24]=[CH:25][CH:26]=[CH:27][CH:28]=2)[C:17]2[CH:18]=[CH:19][CH:20]=[CH:21][CH:22]=2)=[CH:11][C:10]=1[NH:33][CH2:34][CH2:35][NH2:36]. Given the reactants FC(F)(F)C(O)=O.[Br:8][C:9]1[CH:14]=[CH:13][C:12]([O:15][Si:16]([C:29]([CH3:32])([CH3:31])[CH3:30])([C:23]2[CH:28]=[CH:27][CH:26]=[CH:25][CH:24]=2)[C:17]2[CH:22]=[CH:21][CH:20]=[CH:19][CH:18]=2)=[CH:11][C:10]=1[NH:33][CH2:34][CH2:35][NH:36]C(OC(C)(C)C)=O, predict the reaction product.